From a dataset of Forward reaction prediction with 1.9M reactions from USPTO patents (1976-2016). Predict the product of the given reaction. (1) Given the reactants [CH3:1][C:2]1[CH:11]=[CH:10][C:9]2[C:4](=[CH:5][CH:6]=[CH:7][C:8]=2[N:12]2[CH2:17][CH2:16][N:15]([CH2:18][CH2:19][C:20]3[CH:21]=[C:22]([CH:24]=[CH:25][CH:26]=3)[NH2:23])[CH2:14][CH2:13]2)[N:3]=1.[CH:27]([N:30]=[C:31]=[O:32])([CH3:29])[CH3:28], predict the reaction product. The product is: [CH3:28][CH:27]([NH:30][C:31]([NH:23][C:22]1[CH:24]=[CH:25][CH:26]=[C:20]([CH2:19][CH2:18][N:15]2[CH2:14][CH2:13][N:12]([C:8]3[CH:7]=[CH:6][CH:5]=[C:4]4[C:9]=3[CH:10]=[CH:11][C:2]([CH3:1])=[N:3]4)[CH2:17][CH2:16]2)[CH:21]=1)=[O:32])[CH3:29]. (2) Given the reactants CS(O)(=O)=O.[NH2:6][CH2:7][C:8]1[CH:9]=[C:10]2[C:14](=[CH:15][CH:16]=1)[C:13](=[O:17])[N:12]([CH:18]1[CH2:23][CH2:22][C:21](=[O:24])[NH:20][C:19]1=[O:25])[CH2:11]2.[C:26]1([N:36]=[C:37]=[O:38])[C:35]2[C:30](=[CH:31][CH:32]=[CH:33][CH:34]=2)[CH:29]=[CH:28][CH:27]=1.Cl, predict the reaction product. The product is: [O:25]=[C:19]1[CH:18]([N:12]2[CH2:11][C:10]3[C:14](=[CH:15][CH:16]=[C:8]([CH2:7][NH:6][C:37]([NH:36][C:26]4[C:35]5[C:30](=[CH:31][CH:32]=[CH:33][CH:34]=5)[CH:29]=[CH:28][CH:27]=4)=[O:38])[CH:9]=3)[C:13]2=[O:17])[CH2:23][CH2:22][C:21](=[O:24])[NH:20]1.